From a dataset of Hepatocyte clearance measurements from AstraZeneca. Regression/Classification. Given a drug SMILES string, predict its absorption, distribution, metabolism, or excretion properties. Task type varies by dataset: regression for continuous measurements (e.g., permeability, clearance, half-life) or binary classification for categorical outcomes (e.g., BBB penetration, CYP inhibition). For this dataset (clearance_hepatocyte_az), we predict log10(clearance) (log10 of the in vitro intrinsic clearance, CLint, in uL/min per 10^6 hepatocytes; values are censored to the assay range of 3 to 150, which is 0.477 to 2.18 on this log10 scale). (1) The drug is CN(C)c1nc(Cc2ccc(NC(=O)c3ccc(C(F)(F)F)cc3)cc2)nc(N(C)C)c1CC(=O)O. The log10(clearance) is 1.27. (2) The compound is CCCCC1C(=O)N(c2ccccc2)N(c2ccccc2)C1=O. The log10(clearance) is 0.940. (3) The molecule is O=C(Nc1cccc(CCO)c1)c1cc2cc(Cl)ccc2[nH]1. The log10(clearance) is 2.18. (4) The molecule is Cc1ccc(S(=O)(=O)Nc2c(C(=O)N[C@@H](C)C(C)(C)C)c(C)nn2C2CCSCC2)cc1. The log10(clearance) is 0.700.